From a dataset of Reaction yield outcomes from USPTO patents with 853,638 reactions. Predict the reaction yield, written as a fraction of the theoretical maximum amount of product (1.0 means a 100% yield; for example, 0.34 means a 34% yield). The reactants are [I:1][C:2]1[CH:8]=[C:7]([CH2:9][CH2:10][CH2:11][CH2:12][CH2:13][CH2:14][CH2:15][CH3:16])[CH:6]=[CH:5][C:3]=1N.N([O-])=O.[Na+].[OH-].[K+].C(=S)=[S:24]. The catalyst is Cl.O.CCO. The product is [I:1][C:2]1[CH:8]=[C:7]([CH2:9][CH2:10][CH2:11][CH2:12][CH2:13][CH2:14][CH2:15][CH3:16])[CH:6]=[CH:5][C:3]=1[SH:24]. The yield is 0.240.